Predict the product of the given reaction. From a dataset of Forward reaction prediction with 1.9M reactions from USPTO patents (1976-2016). Given the reactants C([O:3][C:4]([C:6]1([NH:15][C:16]([C:18]2[CH:23]=[CH:22][CH:21]=[CH:20][C:19]=2[S:24]([CH3:27])(=[O:26])=[O:25])=[O:17])[CH2:14][C:13]2[C:8](=[CH:9][CH:10]=[CH:11][CH:12]=2)[CH2:7]1)=[O:5])C.O1CCOCC1.CO.[Li+].[OH-], predict the reaction product. The product is: [CH3:27][S:24]([C:19]1[CH:20]=[CH:21][CH:22]=[CH:23][C:18]=1[C:16]([NH:15][C:6]1([C:4]([OH:5])=[O:3])[CH2:14][C:13]2[C:8](=[CH:9][CH:10]=[CH:11][CH:12]=2)[CH2:7]1)=[O:17])(=[O:25])=[O:26].